This data is from TCR-epitope binding with 47,182 pairs between 192 epitopes and 23,139 TCRs. The task is: Binary Classification. Given a T-cell receptor sequence (or CDR3 region) and an epitope sequence, predict whether binding occurs between them. (1) The epitope is IQYIDIGNY. The TCR CDR3 sequence is CASSQDHGTEAFF. Result: 0 (the TCR does not bind to the epitope). (2) The epitope is KAYNVTQAF. The TCR CDR3 sequence is CASSRQSGEREQFF. Result: 0 (the TCR does not bind to the epitope). (3) The epitope is FVDGVPFVV. The TCR CDR3 sequence is CASSPGLAGNEQFF. Result: 1 (the TCR binds to the epitope). (4) The epitope is CLGGLLTMV. The TCR CDR3 sequence is CASSGGNTEAFF. Result: 0 (the TCR does not bind to the epitope). (5) The epitope is VLAWLYAAV. The TCR CDR3 sequence is CASSTQGVIWETQYF. Result: 1 (the TCR binds to the epitope).